From a dataset of Full USPTO retrosynthesis dataset with 1.9M reactions from patents (1976-2016). Predict the reactants needed to synthesize the given product. (1) Given the product [CH3:18][O:17][C:14]1[CH:15]=[C:16]2[C:11](/[C:9](=[N:28]/[NH:27][C:25]([CH:19]3[CH2:24][CH2:23][CH2:22][CH2:21][CH2:20]3)=[O:26])/[C:7](=[O:8])[N:6]2[CH2:1][CH2:2][CH2:3][CH2:4][CH3:5])=[CH:12][CH:13]=1, predict the reactants needed to synthesize it. The reactants are: [CH2:1]([N:6]1[C:16]2[C:11](=[CH:12][CH:13]=[C:14]([O:17][CH3:18])[CH:15]=2)[C:9](=O)[C:7]1=[O:8])[CH2:2][CH2:3][CH2:4][CH3:5].[CH:19]1([C:25]([NH:27][NH2:28])=[O:26])[CH2:24][CH2:23][CH2:22][CH2:21][CH2:20]1. (2) Given the product [C:18]([O:17][C:16]([NH:15][CH2:14][CH2:13][N:8]1[C:6]2[N:7]=[C:2]([Cl:1])[N:3]=[CH:4][C:5]=2[CH:10]=[C:9]1[C:11]([OH:23])=[O:12])=[O:22])([CH3:19])([CH3:21])[CH3:20], predict the reactants needed to synthesize it. The reactants are: [Cl:1][C:2]1[N:3]=[CH:4][C:5]2[CH:10]=[C:9]([CH:11]=[O:12])[N:8]([CH2:13][CH2:14][NH:15][C:16](=[O:22])[O:17][C:18]([CH3:21])([CH3:20])[CH3:19])[C:6]=2[N:7]=1.[OH:23]OS([O-])=O.[K+].CCCCCC.C(OCC)(=O)C.